From a dataset of Catalyst prediction with 721,799 reactions and 888 catalyst types from USPTO. Predict which catalyst facilitates the given reaction. (1) Reactant: [Cl:1][C:2]1[CH:7]=[CH:6][C:5]([O:8][CH2:9][C:10]2[CH:15]=[CH:14][CH:13]=[CH:12][CH:11]=2)=[CH:4][C:3]=1[CH2:16]O.P(Br)(Br)[Br:19].C(=O)([O-])O.[Na+]. Product: [C:10]1([CH2:9][O:8][C:5]2[CH:6]=[CH:7][C:2]([Cl:1])=[C:3]([CH2:16][Br:19])[CH:4]=2)[CH:15]=[CH:14][CH:13]=[CH:12][CH:11]=1. The catalyst class is: 34. (2) Reactant: C[O:2][C:3](=[O:27])[CH2:4][O:5][C:6]1[CH:11]=[CH:10][C:9]([O:12][CH2:13][C:14]2[S:15][CH:16]=[C:17]([C:19]3[CH:24]=[CH:23][CH:22]=[CH:21][C:20]=3[Cl:25])[N:18]=2)=[CH:8][C:7]=1[CH3:26].[Li+].[OH-].Cl. Product: [Cl:25][C:20]1[CH:21]=[CH:22][CH:23]=[CH:24][C:19]=1[C:17]1[N:18]=[C:14]([CH2:13][O:12][C:9]2[CH:10]=[CH:11][C:6]([O:5][CH2:4][C:3]([OH:27])=[O:2])=[C:7]([CH3:26])[CH:8]=2)[S:15][CH:16]=1. The catalyst class is: 6. (3) Reactant: [CH2:1]([O:3][C:4]1[N:13]=[CH:12][C:11]([CH3:14])=[C:10]2[C:5]=1[CH:6]([C:19]1[CH:20]=[CH:21][CH:22]=[C:23]3[C:28]=1[O:27][C:26]([CH3:29])=[CH:25][C:24]3=[O:30])[C:7]([C:16](O)=[O:17])=[C:8]([CH3:15])[NH:9]2)[CH3:2].C(OCC)(=O)C.C(N1C=CN=C1)([N:39]1C=CN=C1)=O.N. Product: [CH2:1]([O:3][C:4]1[N:13]=[CH:12][C:11]([CH3:14])=[C:10]2[C:5]=1[CH:6]([C:19]1[CH:20]=[CH:21][CH:22]=[C:23]3[C:28]=1[O:27][C:26]([CH3:29])=[CH:25][C:24]3=[O:30])[C:7]([C:16]([NH2:39])=[O:17])=[C:8]([CH3:15])[NH:9]2)[CH3:2]. The catalyst class is: 3. (4) Reactant: [CH:1]([N:4]1[CH:12]=[N:11][C:10]2[C:5]1=[N:6][C:7]([CH:20]1[CH2:25][CH2:24][CH2:23][NH:22][CH2:21]1)=[N:8][C:9]=2[NH:13][C:14]1[CH:15]=[N:16][N:17]([CH3:19])[CH:18]=1)([CH3:3])[CH3:2].C([O-])(O)=O.[Na+].[C:31](Cl)(=[O:34])[CH:32]=[CH2:33]. Product: [CH:1]([N:4]1[CH:12]=[N:11][C:10]2[C:5]1=[N:6][C:7]([CH:20]1[CH2:25][CH2:24][CH2:23][N:22]([C:31](=[O:34])[CH:32]=[CH2:33])[CH2:21]1)=[N:8][C:9]=2[NH:13][C:14]1[CH:15]=[N:16][N:17]([CH3:19])[CH:18]=1)([CH3:3])[CH3:2]. The catalyst class is: 13. (5) Reactant: [F:1][CH:2]([F:26])[O:3][C:4]1[CH:9]=[CH:8][C:7]([CH:10]([C:12]2([C:18]3[CH:23]=[C:22]([F:24])[CH:21]=[C:20]([F:25])[CH:19]=3)SCCCS2)[OH:11])=[CH:6][CH:5]=1.FC(F)(F)C(OC1C(OC(=O)C(F)(F)F)=C(I)C=CC=1)=[O:30].CCCCCC.CCOC(C)=O. Product: [F:1][CH:2]([F:26])[O:3][C:4]1[CH:9]=[CH:8][C:7]([CH:10]([OH:11])[C:12]([C:18]2[CH:23]=[C:22]([F:24])[CH:21]=[C:20]([F:25])[CH:19]=2)=[O:30])=[CH:6][CH:5]=1. The catalyst class is: 47. (6) Reactant: [NH2:1][C:2]1[CH:3]=[CH:4][CH:5]=[C:6]2[C:11]=1[NH:10][C:9](=[O:12])[CH:8]([NH:13][C:14](=[O:28])[C@H:15]([NH:20]C(=O)OC(C)(C)C)[CH2:16][CH:17]([CH3:19])[CH3:18])[CH2:7]2.Cl.C(=O)(O)[O-].[Na+]. Product: [NH2:20][C@H:15]([CH2:16][CH:17]([CH3:19])[CH3:18])[C:14]([NH:13][CH:8]1[CH2:7][C:6]2[C:11](=[C:2]([NH2:1])[CH:3]=[CH:4][CH:5]=2)[NH:10][C:9]1=[O:12])=[O:28]. The catalyst class is: 8.